From a dataset of Reaction yield outcomes from USPTO patents with 853,638 reactions. Predict the reaction yield, written as a fraction of the theoretical maximum amount of product (1.0 means a 100% yield; for example, 0.34 means a 34% yield). (1) The reactants are [Si:1]([O:8][C@H:9]([CH2:43][O:44][C:45]1[CH:50]=[CH:49][CH:48]=[CH:47][CH:46]=1)[CH2:10][N:11]([CH2:19][C@@H:20]1[CH2:29][CH2:28][C:27]2[C:22](=[CH:23][CH:24]=[C:25]([C:30]3[CH:31]=[CH:32][C:33]4[C:38](=[O:39])[O:37][C:36](C)(C)[O:35][C:34]=4[CH:42]=3)[CH:26]=2)[O:21]1)[C:12](=[O:18])[O:13][C:14]([CH3:17])([CH3:16])[CH3:15])([C:4]([CH3:7])([CH3:6])[CH3:5])([CH3:3])[CH3:2].C(=O)([O-])[O-].[K+].[K+]. The catalyst is CO. The product is [C:14]([O:13][C:12]([N:11]([CH2:19][C@@H:20]1[CH2:29][CH2:28][C:27]2[C:22](=[CH:23][CH:24]=[C:25]([C:30]3[CH:31]=[CH:32][C:33]([C:38]([O:37][CH3:36])=[O:39])=[C:34]([OH:35])[CH:42]=3)[CH:26]=2)[O:21]1)[CH2:10][C@H:9]([O:8][Si:1]([C:4]([CH3:5])([CH3:7])[CH3:6])([CH3:3])[CH3:2])[CH2:43][O:44][C:45]1[CH:46]=[CH:47][CH:48]=[CH:49][CH:50]=1)=[O:18])([CH3:15])([CH3:16])[CH3:17]. The yield is 0.970. (2) The reactants are [CH3:1][C:2]1[O:6][N:5]=[C:4]([C:7]2[CH:12]=[CH:11][CH:10]=[CH:9][CH:8]=2)[C:3]=1[CH2:13][O:14][C:15]1[CH:23]=[CH:22][C:18]([C:19]([OH:21])=O)=[CH:17][N:16]=1.[NH2:24][CH2:25][C:26]1[CH:31]=[CH:30][CH:29]=[CH:28][N:27]=1. No catalyst specified. The product is [CH3:1][C:2]1[O:6][N:5]=[C:4]([C:7]2[CH:8]=[CH:9][CH:10]=[CH:11][CH:12]=2)[C:3]=1[CH2:13][O:14][C:15]1[CH:23]=[CH:22][C:18]([C:19]([NH:24][CH2:25][C:26]2[CH:31]=[CH:30][CH:29]=[CH:28][N:27]=2)=[O:21])=[CH:17][N:16]=1. The yield is 0.740.